Dataset: Full USPTO retrosynthesis dataset with 1.9M reactions from patents (1976-2016). Task: Predict the reactants needed to synthesize the given product. (1) Given the product [NH2:11][C:7]1[CH:8]=[CH:9][CH:10]=[C:2]([CH3:1])[C:3]=1[C:4]([OH:6])=[O:5], predict the reactants needed to synthesize it. The reactants are: [CH3:1][C:2]1[CH:10]=[CH:9][CH:8]=[C:7]([N+:11]([O-])=O)[C:3]=1[C:4]([OH:6])=[O:5]. (2) Given the product [CH2:1]([N:20]1[C:21]2[CH:26]=[CH:25][C:24]([Br:27])=[CH:23][C:22]=2[N:28]=[C:13]1[C:14]1[CH:15]=[CH:16][CH:17]=[CH:18][CH:19]=1)[C:2]1[CH:3]=[CH:4][CH:5]=[CH:6][CH:7]=1, predict the reactants needed to synthesize it. The reactants are: [CH3:1][C:2]1[CH:3]=[CH:4][C:5](S(O)(=O)=O)=[CH:6][CH:7]=1.O.[CH2:13]([NH:20][C:21]1[C:22]([NH2:28])=[CH:23][C:24]([Br:27])=[CH:25][CH:26]=1)[C:14]1[CH:19]=[CH:18][CH:17]=[CH:16][CH:15]=1.COC(OC)(OC)C1C=CC=CC=1. (3) Given the product [Cl:33][C:27]1[CH:28]=[CH:29][C:30]2[C:31](=[CH2:32])[CH:23]3[CH2:22][NH:21][CH2:34][CH:24]3[C:25]=2[CH:26]=1, predict the reactants needed to synthesize it. The reactants are: CC(Cl)OC(Cl)=O.C([O-])([O-])=O.[K+].[K+].C([N:21]1[CH2:34][CH:24]2[C:25]3[CH:26]=[C:27]([Cl:33])[CH:28]=[CH:29][C:30]=3[C:31](=[CH2:32])[CH:23]2[CH2:22]1)C1C=CC=CC=1.